Dataset: Forward reaction prediction with 1.9M reactions from USPTO patents (1976-2016). Task: Predict the product of the given reaction. (1) The product is: [F:8][C:9]1[CH:14]=[C:13]([F:15])[CH:12]=[CH:11][C:10]=1[C@:16]12[CH2:25][O:24][C@@H:23]([C:26]3[CH:27]=[N:28][N:29]([CH3:31])[CH:30]=3)[CH2:22][C@H:21]1[CH2:20][S:19][C:18]([NH:33][C:34](=[O:41])[C:35]1[CH:36]=[CH:37][CH:38]=[CH:39][CH:40]=1)=[N:17]2. Given the reactants C([SiH](CC)CC)C.[F:8][C:9]1[CH:14]=[C:13]([F:15])[CH:12]=[CH:11][C:10]=1[C@:16]12[CH2:25][O:24][C:23](O)([C:26]3[CH:27]=[N:28][N:29]([CH3:31])[CH:30]=3)[CH2:22][C@H:21]1[CH2:20][S:19][C:18]([NH:33][C:34](=[O:41])[C:35]1[CH:40]=[CH:39][CH:38]=[CH:37][CH:36]=1)=[N:17]2.FC(F)(F)S(O[Si](C)(C)C)(=O)=O.FC(F)(F)C(O)=O, predict the reaction product. (2) Given the reactants [Cl:1][C:2]1[C:3]([C:12]([OH:14])=[O:13])=[N:4][C:5]([Cl:11])=[C:6]([Cl:10])[C:7]=1NN.O.Cl[O-].[Na+].Cl, predict the reaction product. The product is: [Cl:1][C:2]1[C:3]([C:12]([OH:14])=[O:13])=[N:4][C:5]([Cl:11])=[C:6]([Cl:10])[CH:7]=1. (3) Given the reactants [CH3:1][O:2][C:3]1[CH:4]=[C:5]2[C:10](=[CH:11][CH:12]=1)[NH:9][CH:8]=[C:7]([C:13]#[N:14])[C:6]2=[O:15].[CH:16]1([CH2:22]Cl)[CH2:21][CH2:20][CH2:19][CH2:18][CH2:17]1, predict the reaction product. The product is: [CH:16]1([CH2:22][N:9]2[C:10]3[C:5](=[CH:4][C:3]([O:2][CH3:1])=[CH:12][CH:11]=3)[C:6](=[O:15])[C:7]([C:13]#[N:14])=[CH:8]2)[CH2:21][CH2:20][CH2:19][CH2:18][CH2:17]1.